This data is from Full USPTO retrosynthesis dataset with 1.9M reactions from patents (1976-2016). The task is: Predict the reactants needed to synthesize the given product. (1) Given the product [F:16][C:15]([F:18])([F:17])[C:14]1[C:9]([C:4]2[C:5]([OH:6])=[N:20][C:21]3[N:22]([N:23]=[CH:24][N:25]=3)[C:3]=2[OH:2])=[N:10][CH:11]=[CH:12][CH:13]=1, predict the reactants needed to synthesize it. The reactants are: C[O:2][C:3](=O)[CH:4]([C:9]1[C:14]([C:15]([F:18])([F:17])[F:16])=[CH:13][CH:12]=[CH:11][N:10]=1)[C:5](OC)=[O:6].[NH2:20][C:21]1[N:25]=[CH:24][NH:23][N:22]=1. (2) Given the product [CH:1]1([C:4]2[NH:8][N:7]=[C:6]([NH:9][C:10]3[C:15]([NH2:16])=[CH:14][N:13]=[C:12]([C:19]4[CH:24]=[CH:23][CH:22]=[CH:21][CH:20]=4)[N:11]=3)[CH:5]=2)[CH2:3][CH2:2]1, predict the reactants needed to synthesize it. The reactants are: [CH:1]1([C:4]2[NH:8][N:7]=[C:6]([NH:9][C:10]3[C:15]([N+:16]([O-])=O)=[CH:14][N:13]=[C:12]([C:19]4[CH:24]=[CH:23][CH:22]=[CH:21][CH:20]=4)[N:11]=3)[CH:5]=2)[CH2:3][CH2:2]1.[NH4+].[Cl-].CCO.C1COCC1. (3) The reactants are: [C:1]([O:5][C:6](=[O:17])[NH:7][CH:8]([C:10]1[CH:11]=[N:12][C:13]([F:16])=[CH:14][CH:15]=1)[CH3:9])([CH3:4])([CH3:3])[CH3:2].C([Li])(C)(C)C.[I:23]I.O. Given the product [C:1]([O:5][C:6](=[O:17])[NH:7][CH:8]([C:10]1[CH:11]=[N:12][C:13]([F:16])=[CH:14][C:15]=1[I:23])[CH3:9])([CH3:2])([CH3:3])[CH3:4], predict the reactants needed to synthesize it. (4) Given the product [F:28][C:19]1[CH:18]=[CH:17][C:16]([C:12]2[N:4]3[CH:5]=[CH:6][C:7]([C:8]([F:9])([F:10])[F:11])=[C:2]([F:1])[C:3]3=[N:14][CH:13]=2)=[CH:21][C:20]=1[N:22]1[CH2:26][CH2:25][CH2:24][C:23]1=[O:27], predict the reactants needed to synthesize it. The reactants are: [F:1][C:2]1[C:3]2[N:4]([CH:12]=[CH:13][N:14]=2)[CH:5]=[CH:6][C:7]=1[C:8]([F:11])([F:10])[F:9].Br[C:16]1[CH:17]=[CH:18][C:19]([F:28])=[C:20]([N:22]2[CH2:26][CH2:25][CH2:24][C:23]2=[O:27])[CH:21]=1. (5) Given the product [CH2:34]([O:36][C:37]1[C:46]([O:47][CH3:48])=[CH:45][C:44]2[C:43]([C:49]3[CH:50]=[C:51]([C:52]([N:30]4[CH2:31][CH2:32][CH:27]([N:12]5[C:13](=[O:26])[C:14]6[S:18][C:17]([C:19]7[CH:20]=[CH:21][C:22]([F:25])=[CH:23][CH:24]=7)=[CH:16][C:15]=6[N:10]([CH2:9][C:6]6[N:7]=[N:8][N:4]([CH2:2][CH3:3])[N:5]=6)[C:11]5=[O:33])[CH2:28][CH2:29]4)=[O:53])[CH:55]=[CH:56][CH:57]=3)=[N:42][C@@H:41]3[CH2:58][CH2:59][S:60][CH2:61][C@@H:40]3[C:39]=2[CH:38]=1)[CH3:35], predict the reactants needed to synthesize it. The reactants are: Cl.[CH2:2]([N:4]1[N:8]=[N:7][C:6]([CH2:9][N:10]2[C:15]3[CH:16]=[C:17]([C:19]4[CH:24]=[CH:23][C:22]([F:25])=[CH:21][CH:20]=4)[S:18][C:14]=3[C:13](=[O:26])[N:12]([CH:27]3[CH2:32][CH2:31][NH:30][CH2:29][CH2:28]3)[C:11]2=[O:33])=[N:5]1)[CH3:3].[CH2:34]([O:36][C:37]1[C:46]([O:47][CH3:48])=[CH:45][C:44]2[C:43]([C:49]3[CH:50]=[C:51]([CH:55]=[CH:56][CH:57]=3)[C:52](O)=[O:53])=[N:42][C@@H:41]3[CH2:58][CH2:59][S:60][CH2:61][C@@H:40]3[C:39]=2[CH:38]=1)[CH3:35].CN(C(ON1N=NC2C=CC=CC1=2)=[N+](C)C)C.F[P-](F)(F)(F)(F)F.CCN(C(C)C)C(C)C.